The task is: Predict the reactants needed to synthesize the given product.. This data is from Full USPTO retrosynthesis dataset with 1.9M reactions from patents (1976-2016). Given the product [NH2:1][C:2](=[O:44])[CH2:3][O:4][C:5]1[CH:10]=[CH:9][C:8]([C:11](=[O:22])[NH:12][C:13]2([C:16]3[CH:21]=[CH:20][CH:19]=[CH:18][N:17]=3)[CH2:14][CH2:15]2)=[CH:7][C:6]=1[C:23]1[CH:24]=[CH:25][C:26]2[O:30][C:29]([C:31]3[CH:32]=[CH:33][C:34]([F:37])=[CH:35][CH:36]=3)=[C:28]([C:38]([NH:40][CH3:41])=[O:39])[C:27]=2[CH:42]=1, predict the reactants needed to synthesize it. The reactants are: [NH2:1][CH2:2][CH2:3][O:4][C:5]1[CH:10]=[CH:9][C:8]([C:11](=[O:22])[NH:12][C:13]2([C:16]3[CH:21]=[CH:20][CH:19]=[CH:18][N:17]=3)[CH2:15][CH2:14]2)=[CH:7][C:6]=1[C:23]1[CH:24]=[CH:25][C:26]2[O:30][C:29]([C:31]3[CH:36]=[CH:35][C:34]([F:37])=[CH:33][CH:32]=3)=[C:28]([C:38]([NH:40][CH3:41])=[O:39])[C:27]=2[CH:42]=1.C(O)(C(F)(F)F)=[O:44].